This data is from Catalyst prediction with 721,799 reactions and 888 catalyst types from USPTO. The task is: Predict which catalyst facilitates the given reaction. (1) Reactant: [N+:1]([C:4]1[S:5][CH:6]=[C:7]2[C:11](=[O:12])[N:10]([CH:13]3[CH2:18][CH2:17][C:16](=[O:19])[N:15]([CH3:20])[C:14]3=[O:21])[C:9](=[O:22])[C:8]=12)([O-])=O.[O-]S(S([O-])=O)=O.[Na+].[Na+]. Product: [NH2:1][C:4]1[S:5][CH:6]=[C:7]2[C:11](=[O:12])[N:10]([CH:13]3[CH2:18][CH2:17][C:16](=[O:19])[N:15]([CH3:20])[C:14]3=[O:21])[C:9](=[O:22])[C:8]=12. The catalyst class is: 95. (2) Reactant: C([O:8][C:9]1[CH:14]=[CH:13][C:12]([C:15]2[N:19]=[C:18]([CH2:20][O:21][C:22]3[C:23]([F:32])=[C:24]([C:28]([F:31])=[CH:29][CH:30]=3)[C:25]([NH2:27])=[O:26])[S:17][N:16]=2)=[CH:11][CH:10]=1)C1C=CC=CC=1.CS(O)(=O)=O. Product: [F:32][C:23]1[C:22]([O:21][CH2:20][C:18]2[S:17][N:16]=[C:15]([C:12]3[CH:13]=[CH:14][C:9]([OH:8])=[CH:10][CH:11]=3)[N:19]=2)=[CH:30][CH:29]=[C:28]([F:31])[C:24]=1[C:25]([NH2:27])=[O:26]. The catalyst class is: 2. (3) Reactant: C[O:2][C:3](=[O:34])[C:4]1[C:9]([OH:10])=[CH:8][CH:7]=[C:6]([N:11]2[C:15]([CH3:16])=[CH:14][CH:13]=[C:12]2[C:17]2[CH:22]=[C:21]([Br:23])[CH:20]=[CH:19][C:18]=2[O:24][CH2:25][C:26]2[CH:31]=[CH:30][C:29]([F:32])=[CH:28][C:27]=2[F:33])[CH:5]=1.[H-].[Na+].[CH3:37]I. Product: [Br:23][C:21]1[CH:20]=[CH:19][C:18]([O:24][CH2:25][C:26]2[CH:31]=[CH:30][C:29]([F:32])=[CH:28][C:27]=2[F:33])=[C:17]([C:12]2[N:11]([C:6]3[CH:5]=[C:4]([C:9]([O:10][CH3:37])=[CH:8][CH:7]=3)[C:3]([OH:2])=[O:34])[C:15]([CH3:16])=[CH:14][CH:13]=2)[CH:22]=1. The catalyst class is: 18.